Task: Predict the reaction yield, written as a fraction of the theoretical maximum amount of product (1.0 means a 100% yield; for example, 0.34 means a 34% yield).. Dataset: Reaction yield outcomes from USPTO patents with 853,638 reactions (1) The reactants are [F:1][C:2]1[CH:10]=[CH:9][C:8]([CH2:11][C:12]2[C:21]3[C:16](=[CH:17][CH:18]=[CH:19][CH:20]=3)[C:15](=[O:22])[NH:14][N:13]=2)=[CH:7][C:3]=1[C:4](O)=[O:5].[O:23]1[CH2:28][CH2:27][N:26]([C:29](=[O:38])[CH2:30][O:31][CH:32]2[CH2:37][CH2:36][NH:35][CH2:34][CH2:33]2)[CH2:25][CH2:24]1.CCN(C(C)C)C(C)C. The catalyst is CN(C=O)C. The product is [F:1][C:2]1[CH:10]=[CH:9][C:8]([CH2:11][C:12]2[C:21]3[C:16](=[CH:17][CH:18]=[CH:19][CH:20]=3)[C:15](=[O:22])[NH:14][N:13]=2)=[CH:7][C:3]=1[C:4]([N:35]1[CH2:34][CH2:33][CH:32]([O:31][CH2:30][C:29]([N:26]2[CH2:27][CH2:28][O:23][CH2:24][CH2:25]2)=[O:38])[CH2:37][CH2:36]1)=[O:5]. The yield is 0.628. (2) The catalyst is C1COCC1. The product is [F:10][C:11]([F:27])([F:28])[C:12]1[CH:13]=[C:14]([CH:15]=[CH:16][CH:17]=1)[O:18][C:19]1[CH:24]=[CH:23][C:22]([CH2:25][CH2:26][OH:29])=[CH:21][CH:20]=1. The yield is 0.638. The reactants are B1C2CCCC1CCC2.[F:10][C:11]([F:28])([F:27])[C:12]1[CH:17]=[CH:16][CH:15]=[C:14]([O:18][C:19]2[CH:24]=[CH:23][C:22]([CH:25]=[CH2:26])=[CH:21][CH:20]=2)[CH:13]=1.[OH-:29].[Na+].OO. (3) The reactants are C[O:2][C:3](=O)[C:4]1[CH:9]=[CH:8][C:7]([O:10][CH2:11][C:12]2[C:13]([C:21]3[CH:26]=[CH:25][CH:24]=[CH:23][CH:22]=3)=[N:14][O:15][C:16]=2[C:17]([F:20])([F:19])[F:18])=[N:6][CH:5]=1.COC(=O)C1C=CC(OCC2C(C3C=CC(Cl)=CC=3)=NOC=2C)=NC=1.[CH:53]1([NH2:56])[CH2:55][CH2:54]1. No catalyst specified. The product is [CH:53]1([NH:56][C:3](=[O:2])[C:4]2[CH:9]=[CH:8][C:7]([O:10][CH2:11][C:12]3[C:13]([C:21]4[CH:22]=[CH:23][CH:24]=[CH:25][CH:26]=4)=[N:14][O:15][C:16]=3[C:17]([F:19])([F:18])[F:20])=[N:6][CH:5]=2)[CH2:55][CH2:54]1. The yield is 0.940.